This data is from Reaction yield outcomes from USPTO patents with 853,638 reactions. The task is: Predict the reaction yield, written as a fraction of the theoretical maximum amount of product (1.0 means a 100% yield; for example, 0.34 means a 34% yield). (1) The reactants are [CH3:1][N:2]1[C:6]([C:7](=[N:14][O:15][CH2:16][C:17]2[N:18]=[C:19](N)[S:20][CH:21]=2)[C:8]2[CH:13]=[CH:12][CH:11]=[CH:10][CH:9]=2)=[N:5][N:4]=[N:3]1.[Br-:23].[Na+].C(ON=O)(C)(C)C. The catalyst is CC#N.[Cu]Br. The product is [Br:23][C:19]1[S:20][CH:21]=[C:17]([CH2:16][O:15][N:14]=[C:7]([C:6]2[N:2]([CH3:1])[N:3]=[N:4][N:5]=2)[C:8]2[CH:13]=[CH:12][CH:11]=[CH:10][CH:9]=2)[N:18]=1. The yield is 0.690. (2) The reactants are [CH2:1]([NH:8][C:9]1[CH:13]=[C:12]([C:14]2[CH:19]=[CH:18][CH:17]=[CH:16][CH:15]=2)[S:11][C:10]=1[C:20]([O-:22])=[O:21])[C:2]1[CH:7]=[CH:6][CH:5]=[CH:4][CH:3]=1.[Na+].[CH:24]1([C:27](Cl)=[O:28])[CH2:26][CH2:25]1.O1CCOCC1. The catalyst is O. The product is [CH2:1]([N:8]([C:27]([CH:24]1[CH2:26][CH2:25]1)=[O:28])[C:9]1[CH:13]=[C:12]([C:14]2[CH:19]=[CH:18][CH:17]=[CH:16][CH:15]=2)[S:11][C:10]=1[C:20]([OH:22])=[O:21])[C:2]1[CH:7]=[CH:6][CH:5]=[CH:4][CH:3]=1. The yield is 0.315. (3) The reactants are O=[C:2]1[CH:7]([C:8](OCC)=[O:9])[CH2:6][CH2:5][N:4]([C:13]([O:15][C:16]([CH3:19])([CH3:18])[CH3:17])=[O:14])[CH2:3]1.O.[NH2:21][NH2:22]. The catalyst is C(O)C. The product is [O:9]=[C:8]1[C:7]2[CH2:6][CH2:5][N:4]([C:13]([O:15][C:16]([CH3:19])([CH3:18])[CH3:17])=[O:14])[CH2:3][C:2]=2[NH:22][NH:21]1. The yield is 0.860.